This data is from Cav3 T-type calcium channel HTS with 100,875 compounds. The task is: Binary Classification. Given a drug SMILES string, predict its activity (active/inactive) in a high-throughput screening assay against a specified biological target. (1) The result is 0 (inactive). The compound is Clc1c(c2nc(on2)C2CCN(CC2)C(=O)c2occc2)cccc1. (2) The drug is Clc1cc(S(=O)(=O)n2cc(nc2)C)c(OC)cc1C. The result is 0 (inactive). (3) The molecule is S=C1N(C(CN1)C(O)C)CCc1cc(F)ccc1. The result is 0 (inactive). (4) The molecule is O(C(=O)N1CCN(CC1)C(=O)C(/NC(=O)c1ccccc1)=C/c1ccc(OC)cc1)CC. The result is 0 (inactive). (5) The compound is O1c2c(N(CC(=O)NCCCN3CCN(CC3)CCC)C(=O)C1)cccc2. The result is 0 (inactive). (6) The drug is s1c(nnc1NC(=O)C(Sc1n(C)cnn1)C)C(C)C. The result is 0 (inactive). (7) The drug is S1(=O)(=O)N(C(c2c1cccc2)CC(OCC)=O)Cc1cc(OC)c(OC)c(OC)c1. The result is 0 (inactive).